This data is from Reaction yield outcomes from USPTO patents with 853,638 reactions. The task is: Predict the reaction yield, written as a fraction of the theoretical maximum amount of product (1.0 means a 100% yield; for example, 0.34 means a 34% yield). (1) The catalyst is CCCCCC. The product is [OH:14][N:13]=[C:7]([C:3]1[C:2]([NH:1][CH2:19][CH2:18][O:21][CH3:22])=[N:6][O:5][N:4]=1)[NH2:8]. The reactants are [NH2:1][C:2]1[C:3]([C:7](=[N:13][OH:14])[NH:8]CCOC)=[N:4][O:5][N:6]=1.O.[OH-].[K+].[C:18]([O:21][CH2:22]C)(=O)[CH3:19]. The yield is 0.810. (2) The reactants are [Cl:1][C:2]1[C:10]([Cl:11])=[CH:9][C:5]2[N:6]=[CH:7][NH:8][C:4]=2[CH:3]=1.[O:12]1[CH:14]([C:15]([CH3:18])([CH3:17])[CH3:16])[CH2:13]1.C(=O)([O-])[O-].[K+].[K+].CN(C=O)C. The catalyst is C(OCC)(=O)C. The product is [Cl:11][C:10]1[C:2]([Cl:1])=[CH:3][C:4]2[N:8]([CH2:13][CH:14]([OH:12])[C:15]([CH3:18])([CH3:17])[CH3:16])[CH:7]=[N:6][C:5]=2[CH:9]=1. The yield is 0.730. (3) The yield is 0.570. The product is [CH2:33]([CH:16]([CH2:15][NH:14][CH2:13][C:10]1[S:11][CH:12]=[C:8]([C:5]2[CH:4]=[CH:3][C:2]([O:1][C@H:29]3[CH2:30][CH2:31][C@H:26]([C:22]([CH3:25])([CH3:24])[CH3:23])[CH2:27][CH2:28]3)=[CH:7][CH:6]=2)[N:9]=1)[C:17]([OH:19])=[O:18])[CH3:34]. The catalyst is C1COCC1. The reactants are [OH:1][C:2]1[CH:7]=[CH:6][C:5]([C:8]2[N:9]=[C:10]([CH2:13][NH:14][CH2:15][CH2:16][C:17]([O:19]CC)=[O:18])[S:11][CH:12]=2)=[CH:4][CH:3]=1.[C:22]([C@H:26]1[CH2:31][CH2:30][C@H:29](O)[CH2:28][CH2:27]1)([CH3:25])([CH3:24])[CH3:23].[CH:33]1C=CC(P(C2C=CC=CC=2)C2C=CC=CC=2)=C[CH:34]=1.CC(OC(/N=N/C(OC(C)C)=O)=O)C. (4) The yield is 0.970. The product is [Br:21][C:14]1[CH:13]=[C:12]2[C:17]([C:18]3[CH2:19][CH2:20][NH:8][CH2:9][C:10]=3[N:11]2[CH3:22])=[CH:16][CH:15]=1. The reactants are C(OC([N:8]1[CH2:20][CH2:19][C:18]2[C:17]3[C:12](=[CH:13][C:14]([Br:21])=[CH:15][CH:16]=3)[N:11]([CH3:22])[C:10]=2[CH2:9]1)=O)(C)(C)C.FC(F)(F)C(O)=O. The catalyst is C(Cl)Cl. (5) The reactants are C([O:3][C:4](=O)[CH:5]([NH:15][S:16]([C:19]1[CH:24]=[C:23]([F:25])[C:22]([F:26])=[C:21]([F:27])[CH:20]=1)(=[O:18])=[O:17])[CH:6]([C:11]([F:14])([F:13])[F:12])[C:7]([F:10])([F:9])[F:8])C.[Li+].[BH4-]. The catalyst is C1COCC1. The product is [F:25][C:23]1[CH:24]=[C:19]([S:16]([NH:15][CH:5]([CH2:4][OH:3])[CH:6]([C:7]([F:10])([F:8])[F:9])[C:11]([F:12])([F:13])[F:14])(=[O:17])=[O:18])[CH:20]=[C:21]([F:27])[C:22]=1[F:26]. The yield is 0.296. (6) The reactants are [NH2:1][C@H:2]1[CH2:6][CH2:5][C@@H:4]([C:7]([OH:9])=[O:8])[CH2:3]1.S(Cl)([Cl:12])=O.[CH3:14]CCCO.CC(O)=O.O.C1C=C2C(C(O)(O)C(=O)C2=CC=1)=O.CCO. The catalyst is CO. The product is [ClH:12].[NH2:1][C@H:2]1[CH2:6][CH2:5][C@@H:4]([C:7]([O:9][CH3:14])=[O:8])[CH2:3]1. The yield is 1.00. (7) The reactants are [O:1]=[C:2]1[C:11]2[CH:12]=[CH:13][S:14][C:10]=2[C:9]2[CH:8]=[CH:7][C:6]([C:15]([O:17]C)=[O:16])=[CH:5][C:4]=2[NH:3]1.CO.C1COCC1.[Li+].[OH-]. The catalyst is O. The product is [O:1]=[C:2]1[C:11]2[CH:12]=[CH:13][S:14][C:10]=2[C:9]2[CH:8]=[CH:7][C:6]([C:15]([OH:17])=[O:16])=[CH:5][C:4]=2[NH:3]1. The yield is 0.960.